Dataset: Reaction yield outcomes from USPTO patents with 853,638 reactions. Task: Predict the reaction yield, written as a fraction of the theoretical maximum amount of product (1.0 means a 100% yield; for example, 0.34 means a 34% yield). The reactants are [Br:1][C:2]1[CH:3]=[C:4]([CH2:16]O)[CH:5]=[CH:6][C:7]=1[O:8][Si:9]([C:12]([CH3:15])([CH3:14])[CH3:13])([CH3:11])[CH3:10].[CH:18]1C=CC(P(C2C=CC=CC=2)C2C=CC=CC=2)=CC=1.C(OC([NH:44][C:45]([NH:47][C:48]([O:50]C(C)(C)C)=O)=[NH:46])=O)(C)(C)C.[CH3:67][CH:66]([O:65]C(/N=N/C([O:65][CH:66]([CH3:68])[CH3:67])=O)=O)[CH3:68]. The catalyst is C1COCC1. The product is [C:66]([O:65][N:44]([CH2:16][C:4]1[CH:5]=[CH:6][C:7]([O:8][Si:9]([C:12]([CH3:13])([CH3:14])[CH3:15])([CH3:10])[CH3:11])=[C:2]([Br:1])[CH:3]=1)[C:45]([N:47]=[C:48]=[O:50])=[NH:46])([CH3:68])([CH3:18])[CH3:67]. The yield is 0.940.